Task: Predict the product of the given reaction.. Dataset: Forward reaction prediction with 1.9M reactions from USPTO patents (1976-2016) (1) The product is: [CH3:24][O:25][CH2:5][CH2:4][NH:9][C:10]1[C:11](=[O:23])[NH:12][C:13](=[O:22])[C:14]=1[C:15]1[CH:16]=[CH:17][C:18]([I:21])=[CH:19][CH:20]=1. Given the reactants FC1C=[C:4]([NH:9][C:10]2[C:11](=[O:23])[NH:12][C:13](=[O:22])[C:14]=2[C:15]2[CH:20]=[CH:19][C:18]([I:21])=[CH:17][CH:16]=2)[CH:5]=CC=1C.[CH3:24][O:25]CCN, predict the reaction product. (2) Given the reactants [CH3:1][C:2]1[N:7]=[CH:6][C:5]([O:8][C:9]2[CH:10]=[C:11]([CH:14]=[C:15]([N+:17]([O-])=O)[CH:16]=2)[C:12]#[N:13])=[CH:4][CH:3]=1.O.C([O-])([O-])=O.[Na+].[Na+], predict the reaction product. The product is: [NH2:17][C:15]1[CH:14]=[C:11]([CH:10]=[C:9]([O:8][C:5]2[CH:6]=[N:7][C:2]([CH3:1])=[CH:3][CH:4]=2)[CH:16]=1)[C:12]#[N:13]. (3) Given the reactants [CH2:1]([O:7][C:8]1[CH:9]=[C:10]([CH:15]=[C:16]([O:25][CH2:26][CH2:27][CH2:28][CH2:29][CH2:30][CH3:31])[C:17]=1[O:18][CH2:19][CH2:20][CH2:21][CH2:22][CH2:23][CH3:24])[C:11]([NH:13][NH2:14])=[O:12])[CH2:2][CH2:3][CH2:4][CH2:5][CH3:6].Cl[C:33]([C:35]1[CH:44]=[CH:43][C:38]([C:39]([O:41][CH3:42])=[O:40])=[CH:37][CH:36]=1)=[O:34].N1C=CC=CC=1.O, predict the reaction product. The product is: [CH2:26]([O:25][C:16]1[CH:15]=[C:10]([CH:9]=[C:8]([O:7][CH2:1][CH2:2][CH2:3][CH2:4][CH2:5][CH3:6])[C:17]=1[O:18][CH2:19][CH2:20][CH2:21][CH2:22][CH2:23][CH3:24])[C:11]([NH:13][NH:14][C:33]([C:35]1[CH:44]=[CH:43][C:38]([C:39]([O:41][CH3:42])=[O:40])=[CH:37][CH:36]=1)=[O:34])=[O:12])[CH2:27][CH2:28][CH2:29][CH2:30][CH3:31].